Dataset: Forward reaction prediction with 1.9M reactions from USPTO patents (1976-2016). Task: Predict the product of the given reaction. (1) The product is: [C:18]1([CH:17]([C:24]2[CH:29]=[CH:28][CH:27]=[CH:26][CH:25]=2)[N:30]2[CH2:33][CH:32]([O:1][C:2]3[C:7]4[CH:8]=[C:9]([CH3:11])[O:10][C:6]=4[CH:5]=[C:4]([C:12]([O:14][CH2:15][CH3:16])=[O:13])[CH:3]=3)[CH2:31]2)[CH:19]=[CH:20][CH:21]=[CH:22][CH:23]=1. Given the reactants [OH:1][C:2]1[C:7]2[CH:8]=[C:9]([CH3:11])[O:10][C:6]=2[CH:5]=[C:4]([C:12]([O:14][CH2:15][CH3:16])=[O:13])[CH:3]=1.[CH:17]([N:30]1[CH2:33][CH:32](OS(C)(=O)=O)[CH2:31]1)([C:24]1[CH:29]=[CH:28][CH:27]=[CH:26][CH:25]=1)[C:18]1[CH:23]=[CH:22][CH:21]=[CH:20][CH:19]=1.C([O-])([O-])=O.[Cs+].[Cs+], predict the reaction product. (2) Given the reactants [CH3:1][C:2]1[C:11]([CH3:12])=[C:10]2[C:5]([CH2:6][CH2:7][C@:8]([CH2:14][CH2:15][CH2:16][C@@H:17]([CH2:19][CH2:20][CH2:21][C@@H:22]([CH2:24][CH2:25][CH2:26][CH:27]([CH3:29])[CH3:28])[CH3:23])[CH3:18])([CH3:13])[O:9]2)=[C:4]([CH3:30])[C:3]=1[OH:31].[H-].[Na+].[H][H].CN(C)[CH:38]=[O:39], predict the reaction product. The product is: [O:39]1[CH2:38][CH2:10][O:9][CH:8]1[CH2:7][CH2:6][CH2:5][CH2:4][O:31][C:3]1[C:4]([CH3:30])=[C:5]2[C:10](=[C:11]([CH3:12])[C:2]=1[CH3:1])[O:9][C@:8]([CH3:13])([CH2:14][CH2:15][CH2:16][C@H:17]([CH3:18])[CH2:19][CH2:20][CH2:21][C@H:22]([CH3:23])[CH2:24][CH2:25][CH2:26][CH:27]([CH3:29])[CH3:28])[CH2:7][CH2:6]2. (3) Given the reactants FC(F)(F)C(O)=O.[Cl:8][C:9]1[CH:10]=[CH:11][C:12]([C:15]([NH:17][C:18]2[CH:19]=[CH:20][C:21]([F:42])=[C:22]([C@:24]34[CH2:33][CH2:32][CH2:31][CH2:30][C@H:29]3[CH2:28][S:27][C:26]([NH:34]C(=O)OC(C)(C)C)=[N:25]4)[CH:23]=2)=[O:16])=[N:13][CH:14]=1.C(=O)(O)[O-].[Na+], predict the reaction product. The product is: [NH2:34][C:26]1[S:27][CH2:28][C@@H:29]2[CH2:30][CH2:31][CH2:32][CH2:33][C@:24]2([C:22]2[CH:23]=[C:18]([NH:17][C:15]([C:12]3[CH:11]=[CH:10][C:9]([Cl:8])=[CH:14][N:13]=3)=[O:16])[CH:19]=[CH:20][C:21]=2[F:42])[N:25]=1. (4) Given the reactants [Cl:1][C:2]1[CH:3]=[CH:4][C:5]2[C:14]([CH:15]=1)=[N:13][C:12]([CH3:16])=[C:11]1[C:6]=2[CH:7]=[CH:8][CH:9]=[CH:10]1.[BH4-].[Na+].FC(F)(F)C(O)=O.C(=O)(O)[O-].[Na+].[CH3:31][O:32][C:33]1[CH:34]=[C:35]([S:39](Cl)(=[O:41])=[O:40])[CH:36]=[CH:37][CH:38]=1.[OH-].[Na+], predict the reaction product. The product is: [Cl:1][C:2]1[CH:3]=[CH:4][C:5]2[C:6]3[C:11]([CH:12]([CH3:16])[N:13]([S:39]([C:35]4[CH:36]=[CH:37][CH:38]=[C:33]([O:32][CH3:31])[CH:34]=4)(=[O:41])=[O:40])[C:14]=2[CH:15]=1)=[CH:10][CH:9]=[CH:8][CH:7]=3. (5) Given the reactants C(O[C:5](=[O:41])[CH2:6][O:7][C:8]1[CH:9]=[C:10]([C:14]2[N:23]=[C:22]([NH:24][C:25]3[CH:26]=[C:27]4[C:31](=[CH:32][CH:33]=3)[N:30](C(OC(C)(C)C)=O)[N:29]=[CH:28]4)[C:21]3[C:16](=[CH:17][CH:18]=[CH:19][CH:20]=3)[N:15]=2)[CH:11]=[CH:12][CH:13]=1)(C)C.C1CN([P+](O[N:59]2N=N[C:61]3[CH:62]=[CH:63][CH:64]=[CH:65][C:60]2=3)(N2CCCC2)N2CCCC2)CC1.F[P-](F)(F)(F)(F)F.CCN(C(C)C)C(C)C.C1(N)CCCCC1, predict the reaction product. The product is: [NH:30]1[C:31]2[C:32](=[CH:33][C:25]([NH:24][C:22]3[C:21]4[C:16](=[CH:17][CH:18]=[CH:19][CH:20]=4)[N:15]=[C:14]([C:10]4[CH:9]=[C:8]([CH:13]=[CH:12][CH:11]=4)[O:7][CH2:6][C:5]([NH:59][CH:60]4[CH2:65][CH2:64][CH2:63][CH2:62][CH2:61]4)=[O:41])[N:23]=3)=[CH:26][CH:27]=2)[CH:28]=[N:29]1. (6) Given the reactants [CH3:1][C:2]1[CH:7]=[CH:6][N+:5]([O-:8])=[CH:4][CH:3]=1.[C:9]([O:12]C(=O)C)(=[O:11])[CH3:10], predict the reaction product. The product is: [C:9]([O:12][C:3]1[CH:4]=[N+:5]([O-:8])[CH:6]=[CH:7][C:2]=1[CH3:1])(=[O:11])[CH3:10].